Dataset: Reaction yield outcomes from USPTO patents with 853,638 reactions. Task: Predict the reaction yield, written as a fraction of the theoretical maximum amount of product (1.0 means a 100% yield; for example, 0.34 means a 34% yield). (1) The reactants are [CH3:1][C:2]1[CH:7]=[CH:6][C:5]([S:8]([O:11][CH2:12][CH:13]2[CH2:17][C:16]3[CH:18]=[CH:19][CH:20]=[C:21](Br)[C:15]=3[O:14]2)(=[O:10])=[O:9])=[CH:4][CH:3]=1.[CH3:23][O:24][C:25]1[CH:26]=[C:27](B(O)O)[CH:28]=[CH:29][CH:30]=1.C(=O)([O-])[O-].[K+].[K+].CC1C=CC(S(OCC2CC3C(C4C=CC=CC=4)=CC=CC=3O2)(=O)=O)=CC=1. The catalyst is CC1C=CC=CC=1[P](C1C=CC=CC=1C)([Pd](Cl)(Cl)[P](C1=C(C)C=CC=C1)(C1C=CC=CC=1C)C1C=CC=CC=1C)C1C=CC=CC=1C. The product is [CH3:1][C:2]1[CH:7]=[CH:6][C:5]([S:8]([O:11][CH2:12][CH:13]2[CH2:17][C:16]3[CH:18]=[CH:19][CH:20]=[C:21]([C:29]4[CH:28]=[CH:27][CH:26]=[C:25]([O:24][CH3:23])[CH:30]=4)[C:15]=3[O:14]2)(=[O:10])=[O:9])=[CH:4][CH:3]=1. The yield is 0.840. (2) The reactants are [F:1][C:2]1[CH:10]=[C:9]([F:11])[CH:8]=[CH:7][C:3]=1[C:4]([OH:6])=[O:5].[I:12]N1C(=O)CCC1=O.S([O-])([O-])=O.[Na+].[Na+]. The catalyst is S(=O)(=O)(O)O. The product is [F:1][C:2]1[CH:10]=[C:9]([F:11])[C:8]([I:12])=[CH:7][C:3]=1[C:4]([OH:6])=[O:5]. The yield is 0.730. (3) The reactants are [CH3:1][C:2]1([CH3:14])[C:11]2[C:6](=[CH:7][CH:8]=[CH:9][CH:10]=2)[CH:5]([CH2:12][NH2:13])[CH2:4][CH2:3]1.F[C:16]1[CH:24]=[N:23][CH:22]=[CH:21][C:17]=1[C:18]([OH:20])=[O:19]. No catalyst specified. The product is [CH3:1][C:2]1([CH3:14])[C:11]2[C:6](=[CH:7][CH:8]=[CH:9][CH:10]=2)[CH:5]([CH2:12][NH:13][C:21]2[CH:22]=[N:23][CH:24]=[CH:16][C:17]=2[C:18]([OH:20])=[O:19])[CH2:4][CH2:3]1. The yield is 0.170.